From a dataset of Catalyst prediction with 721,799 reactions and 888 catalyst types from USPTO. Predict which catalyst facilitates the given reaction. (1) Reactant: C(N(CC)CC)C.F[C:9](F)(F)[C:10](O)=[O:11].[CH2:15]1[C:24]2[C:19](=[C:20]([NH:25][C:26](=[O:38])[C:27]3[CH:32]=[C:31]([Br:33])[C:30]([O:34][CH3:35])=[CH:29][C:28]=3[O:36][CH3:37])[CH:21]=[CH:22][CH:23]=2)[CH2:18][CH2:17][NH:16]1.C(OC(=O)C)(=O)C. Product: [C:10]([N:16]1[CH2:17][CH2:18][C:19]2[C:24](=[CH:23][CH:22]=[CH:21][C:20]=2[NH:25][C:26](=[O:38])[C:27]2[CH:32]=[C:31]([Br:33])[C:30]([O:34][CH3:35])=[CH:29][C:28]=2[O:36][CH3:37])[CH2:15]1)(=[O:11])[CH3:9]. The catalyst class is: 4. (2) Reactant: [Cl:1][C:2](Cl)([O:4]C(=O)OC(Cl)(Cl)Cl)Cl.[Cl:13][C:14]1[CH:15]=[C:16]([C@@H:20]([C@@H:29]2[CH2:34][CH2:33][CH2:32][NH:31][CH2:30]2)[O:21][CH2:22][CH2:23][NH:24][C:25](=[O:28])[O:26][CH3:27])[CH:17]=[CH:18][CH:19]=1. Product: [Cl:1][C:2]([N:31]1[CH2:32][CH2:33][CH2:34][C@@H:29]([C@H:20]([C:16]2[CH:17]=[CH:18][CH:19]=[C:14]([Cl:13])[CH:15]=2)[O:21][CH2:22][CH2:23][NH:24][C:25](=[O:28])[O:26][CH3:27])[CH2:30]1)=[O:4]. The catalyst class is: 2.